The task is: Predict the reactants needed to synthesize the given product.. This data is from Full USPTO retrosynthesis dataset with 1.9M reactions from patents (1976-2016). (1) Given the product [CH2:25]([CH:19]([O:18][Si:1]([C:14]([CH3:16])([CH3:15])[CH3:17])([C:2]1[CH:3]=[CH:4][CH:5]=[CH:6][CH:7]=1)[C:8]1[CH:9]=[CH:10][CH:11]=[CH:12][CH:13]=1)[CH:20]=[O:22])[CH3:26], predict the reactants needed to synthesize it. The reactants are: [Si:1]([O:18][CH2:19][C:20]([O:22]CC)=O)([C:14]([CH3:17])([CH3:16])[CH3:15])([C:8]1[CH:13]=[CH:12][CH:11]=[CH:10][CH:9]=1)[C:2]1[CH:7]=[CH:6][CH:5]=[CH:4][CH:3]=1.[CH3:25][CH2:26]CCCC.CC(C[AlH]CC(C)C)C.C1(C)C=CC=CC=1. (2) Given the product [CH2:14]=[O:15].[C:16]1([C:8]2[CH:9]=[CH:10][CH:11]=[CH:12][CH:13]=2)[C:17]([CH2:1][OH:2])=[CH:18][CH:19]=[CH:20][CH:21]=1, predict the reactants needed to synthesize it. The reactants are: [CH2:1]=[O:2].S(=O)(=O)(O)O.[C:8]1([C:16]2[CH:21]=[CH:20][CH:19]=[CH:18][CH:17]=2)[CH:13]=[CH:12][C:11]([CH2:14][OH:15])=[CH:10][CH:9]=1.C(C1C=CC=CC=1)C. (3) Given the product [OH:30][C:19]1[CH:18]=[CH:17][CH:16]=[C:15]2[C:20]=1[O:21][C:22]1[CH:23]=[C:24]([C:28]#[N:29])[CH:25]=[CH:26][C:27]=1[CH:14]2[CH:11]1[CH2:10][CH2:9][NH:8][CH2:13][CH2:12]1.[C:32]([OH:38])([C:34]([F:37])([F:36])[F:35])=[O:33], predict the reactants needed to synthesize it. The reactants are: C(OC([N:8]1[CH2:13][CH2:12][CH:11]([CH:14]2[C:27]3[CH:26]=[CH:25][C:24]([C:28]#[N:29])=[CH:23][C:22]=3[O:21][C:20]3[C:15]2=[CH:16][CH:17]=[CH:18][C:19]=3[O:30]C)[CH2:10][CH2:9]1)=O)(C)(C)C.[C:32]([OH:38])([C:34]([F:37])([F:36])[F:35])=[O:33].C(N(CC)C(C1C=CC2C(C3CCNCC3)C3C(OC=2C=1)=C(OC)C=CC=3)=O)C. (4) Given the product [CH2:18]([O:17][C:15](=[O:16])[NH:14][CH:11]1[CH2:12][CH2:13][NH:8][CH2:9][CH2:10]1)[C:19]1[CH:24]=[CH:23][CH:22]=[CH:21][CH:20]=1, predict the reactants needed to synthesize it. The reactants are: C(OC([N:8]1[CH2:13][CH2:12][CH:11]([NH:14][C:15]([O:17][CH2:18][C:19]2[CH:24]=[CH:23][CH:22]=[CH:21][CH:20]=2)=[O:16])[CH2:10][CH2:9]1)=O)(C)(C)C.FC(F)(F)C(O)=O. (5) Given the product [CH3:1][S:2]([N:5]1[C:10]2[CH:11]=[C:12]([CH2:15][N:16]3[CH2:17][CH2:18][N:19]([CH2:27][CH2:28][O:29][C:30]4[CH:39]=[CH:38][CH:37]=[C:36]5[C:31]=4[CH:32]=[N:33][C:34]([CH3:40])=[N:35]5)[CH2:20][CH2:21]3)[CH:13]=[CH:14][C:9]=2[O:8][CH2:7][CH2:6]1)(=[O:4])=[O:3], predict the reactants needed to synthesize it. The reactants are: [CH3:1][S:2]([N:5]1[C:10]2[CH:11]=[C:12]([CH2:15][N:16]3[CH2:21][CH2:20][NH:19][CH2:18][CH2:17]3)[CH:13]=[CH:14][C:9]=2[O:8][CH2:7][CH2:6]1)(=[O:4])=[O:3].CS(O[CH2:27][CH2:28][O:29][C:30]1[CH:39]=[CH:38][CH:37]=[C:36]2[C:31]=1[CH:32]=[N:33][C:34]([CH3:40])=[N:35]2)(=O)=O. (6) Given the product [C:5]1([O:4][C:2]([O:13][CH2:12][C:11]([O:15][CH2:16][CH3:17])=[O:14])=[O:3])[CH:10]=[CH:9][CH:8]=[CH:7][CH:6]=1, predict the reactants needed to synthesize it. The reactants are: Cl[C:2]([O:4][C:5]1[CH:10]=[CH:9][CH:8]=[CH:7][CH:6]=1)=[O:3].[C:11]([O:15][CH2:16][CH3:17])(=[O:14])[CH2:12][OH:13].C(N(C(C)C)CC)(C)C. (7) Given the product [F:9][C:10]1[CH:11]=[C:12]([NH:8][CH:5]2[CH2:6][CH2:7][N:2]([CH3:1])[CH2:3][CH2:4]2)[CH:13]=[CH:14][C:15]=1[N+:16]([O-:18])=[O:17], predict the reactants needed to synthesize it. The reactants are: [CH3:1][N:2]1[CH2:7][CH2:6][CH:5]([NH2:8])[CH2:4][CH2:3]1.[F:9][C:10]1[CH:11]=[C:12](B2OC(C)(C)C(C)(C)O2)[CH:13]=[CH:14][C:15]=1[N+:16]([O-:18])=[O:17]. (8) Given the product [CH3:7][N:8]1[C:16]2[C:11](=[CH:12][C:13]([S:17]([Cl:4])(=[O:20])=[O:18])=[CH:14][CH:15]=2)[CH2:10][CH2:9]1, predict the reactants needed to synthesize it. The reactants are: C(Cl)(=O)C([Cl:4])=O.[CH3:7][N:8]1[C:16]2[C:11](=[CH:12][C:13]([S:17]([OH:20])(=O)=[O:18])=[CH:14][CH:15]=2)[CH2:10][CH2:9]1. (9) Given the product [CH2:8]([O:12][C:13]1[N:21]=[C:20]2[C:16]([N:17]=[C:18]([O:22][CH3:23])[N:19]2[CH2:26][CH2:27][C@@H:28]2[CH2:32][CH2:31][O:30][CH2:29]2)=[C:15]([NH2:24])[N:14]=1)[CH2:9][CH2:10][CH3:11], predict the reactants needed to synthesize it. The reactants are: FC(F)(F)C(O)=O.[CH2:8]([O:12][C:13]1[NH:14][C:15]([NH2:24])=[C:16]2[C:20]([N:21]=1)=[N:19][C:18]([O:22][CH3:23])=[N:17]2)[CH2:9][CH2:10][CH3:11].Br[CH2:26][CH2:27][C@@H:28]1[CH2:32][CH2:31][O:30][CH2:29]1. (10) Given the product [CH2:18]([O:17][CH:5]([CH2:6][C:7]1[CH:8]=[C:9]2[C:13](=[CH:14][CH:15]=1)[N:12]([CH2:34][CH2:33][C:23]1[N:24]=[C:25]([C:27]3[CH:32]=[CH:31][CH:30]=[CH:29][CH:28]=3)[O:26][C:22]=1[CH3:21])[C:11]([CH3:16])=[CH:10]2)[C:4]([OH:3])=[O:20])[CH3:19], predict the reactants needed to synthesize it. The reactants are: C([O:3][C:4](=[O:20])[CH:5]([O:17][CH2:18][CH3:19])[CH2:6][C:7]1[CH:8]=[C:9]2[C:13](=[CH:14][CH:15]=1)[NH:12][C:11]([CH3:16])=[CH:10]2)C.[CH3:21][C:22]1[O:26][C:25]([C:27]2[CH:32]=[CH:31][CH:30]=[CH:29][CH:28]=2)=[N:24][C:23]=1[CH2:33][CH2:34]OS(C)(=O)=O.